This data is from Peptide-MHC class I binding affinity with 185,985 pairs from IEDB/IMGT. The task is: Regression. Given a peptide amino acid sequence and an MHC pseudo amino acid sequence, predict their binding affinity value. This is MHC class I binding data. (1) The peptide sequence is RYPRSVLTF. The MHC is HLA-C14:02 with pseudo-sequence HLA-C14:02. The binding affinity (normalized) is 1.00. (2) The peptide sequence is YTRPEIDVL. The MHC is HLA-A02:01 with pseudo-sequence HLA-A02:01. The binding affinity (normalized) is 0.165. (3) The peptide sequence is MKWGMEMRR. The MHC is HLA-B15:09 with pseudo-sequence HLA-B15:09. The binding affinity (normalized) is 0.0847. (4) The peptide sequence is FPPTSFGPL. The MHC is HLA-B83:01 with pseudo-sequence HLA-B83:01. The binding affinity (normalized) is 0.169. (5) The MHC is HLA-B44:02 with pseudo-sequence HLA-B44:02. The binding affinity (normalized) is 0.510. The peptide sequence is AEIPLQWIAS.